Dataset: Full USPTO retrosynthesis dataset with 1.9M reactions from patents (1976-2016). Task: Predict the reactants needed to synthesize the given product. (1) Given the product [Cl:1][C:2]1[CH:7]=[C:6]([C:8]2[CH2:13][CH2:12][CH:11]([CH3:14])[CH2:10][CH:9]=2)[CH:5]=[CH:4][N:3]=1, predict the reactants needed to synthesize it. The reactants are: [Cl:1][C:2]1[CH:7]=[C:6]([C:8]2(O)[CH2:13][CH2:12][CH:11]([CH3:14])[CH2:10][CH2:9]2)[CH:5]=[CH:4][N:3]=1.CC1C=CC(S(O)(=O)=O)=CC=1. (2) Given the product [CH:1]([N:4]1[CH2:9][CH2:8][N:7]([CH2:10][C:11]2[CH:16]=[CH:15][C:14]([C:27]3[CH:28]=[C:29]([C:33]4[CH:38]=[C:37]([C:39]5[CH:43]=[CH:42][N:41]([CH3:44])[N:40]=5)[N:36]=[C:35]([NH:45][CH3:46])[CH:34]=4)[CH:30]=[N:31][CH:32]=3)=[CH:13][CH:12]=2)[CH2:6][CH2:5]1)([CH3:3])[CH3:2], predict the reactants needed to synthesize it. The reactants are: [CH:1]([N:4]1[CH2:9][CH2:8][N:7]([CH2:10][C:11]2[CH:16]=[CH:15][C:14](B(O)O)=[CH:13][CH:12]=2)[CH2:6][CH2:5]1)([CH3:3])[CH3:2].C([O-])([O-])=O.[Na+].[Na+].Br[C:27]1[CH:28]=[C:29]([C:33]2[CH:38]=[C:37]([C:39]3[CH:43]=[CH:42][N:41]([CH3:44])[N:40]=3)[N:36]=[C:35]([NH:45][CH3:46])[CH:34]=2)[CH:30]=[N:31][CH:32]=1. (3) The reactants are: [I:1][C:2]1[CH:11]=[CH:10][CH:9]=[C:8]2[C:3]=1[CH2:4][CH2:5][NH:6][CH:7]2[CH2:12][C:13]([O:15]CC)=O.IC1C=CC=C2C=1CCN/C/2=C\C([O:32][CH2:33][CH3:34])=O.[BH3-]C#[N:37].[Na+].C([O-])(O)=O.[Na+]. Given the product [I:1][C:2]1[CH:11]=[CH:10][CH:9]=[C:8]2[C:3]=1[CH2:4][CH2:5][N:6]1[C:33](=[O:32])[CH2:34][NH:37][C:13](=[O:15])[CH:12]=[C:7]12, predict the reactants needed to synthesize it.